From a dataset of Catalyst prediction with 721,799 reactions and 888 catalyst types from USPTO. Predict which catalyst facilitates the given reaction. (1) Reactant: [NH2:1][C:2]1[C:7]([C:8]2[CH:13]=[CH:12][C:11]([OH:14])=[CH:10][CH:9]=2)=[N:6][C:5](Br)=[CH:4][N:3]=1.[CH2:16]([NH:22][C:23]([C:25]1[CH:26]=[C:27](B(O)O)[CH:28]=[CH:29][CH:30]=1)=[O:24])[C:17]1[O:21][CH:20]=[CH:19][CH:18]=1.C([O-])([O-])=O.[Na+].[Na+]. Product: [NH2:1][C:2]1[N:3]=[CH:4][C:5]([C:29]2[CH:30]=[C:25]([CH:26]=[CH:27][CH:28]=2)[C:23]([NH:22][CH2:16][C:17]2[O:21][CH:20]=[CH:19][CH:18]=2)=[O:24])=[N:6][C:7]=1[C:8]1[CH:13]=[CH:12][C:11]([OH:14])=[CH:10][CH:9]=1. The catalyst class is: 104. (2) Reactant: [Cl:1][C:2]1[N:3]=[C:4]([C:16]([O:18][CH2:19][CH3:20])=[O:17])[N:5](COCC[Si](C)(C)C)[C:6]=1[Cl:7].Cl.C(OCC)(=O)C. Product: [Cl:7][C:6]1[N:5]=[C:4]([C:16]([O:18][CH2:19][CH3:20])=[O:17])[NH:3][C:2]=1[Cl:1]. The catalyst class is: 8. (3) Reactant: C(=O)([O-])[O-].[K+].[K+].O1CCOCC1.[O:13]=[C:14]([C:28]1[N:33]=[C:32]([C:34]([O:36][CH3:37])=[O:35])[CH:31]=[CH:30][CH:29]=1)[C:15]#[C:16][C:17]1[CH:22]=[CH:21][C:20]([O:23][C:24]([F:27])([F:26])[F:25])=[CH:19][CH:18]=1.CC1C=C(C)C=C(C)C=1S([O-])(=O)=O.[NH2:51][N+:52]1[CH:57]=[CH:56][CH:55]=[C:54]([O:58][CH3:59])[CH:53]=1. Product: [CH3:59][O:58][C:54]1[CH:55]=[CH:56][C:57]2[N:52]([N:51]=[C:16]([C:17]3[CH:18]=[CH:19][C:20]([O:23][C:24]([F:26])([F:27])[F:25])=[CH:21][CH:22]=3)[C:15]=2[C:14]([C:28]2[N:33]=[C:32]([C:34]([O:36][CH3:37])=[O:35])[CH:31]=[CH:30][CH:29]=2)=[O:13])[CH:53]=1. The catalyst class is: 13. (4) Product: [ClH:27].[NH2:1][C:2]1[C:6]2[C:7](=[O:26])[N:8]([C@H:21]([CH:23]3[CH2:25][CH2:24]3)[CH3:22])[CH:9]=[C:10]([C:11]3[CH:15]=[C:14]([C:16]([OH:19])([CH3:17])[CH3:18])[N:13]([CH3:20])[N:12]=3)[C:5]=2[NH:4][N:3]=1. Reactant: [NH2:1][C:2]1[C:6]2[C:7](=[O:26])[N:8]([C@H:21]([CH:23]3[CH2:25][CH2:24]3)[CH3:22])[CH:9]=[C:10]([C:11]3[CH:15]=[C:14]([C:16]([OH:19])([CH3:18])[CH3:17])[N:13]([CH3:20])[N:12]=3)[C:5]=2[NH:4][N:3]=1.[ClH:27]. The catalyst class is: 13. (5) Reactant: [CH3:1][C:2]1[C:7]([C:8]2[CH:9]=[N:10][N:11](C(C3C=CC=CC=3)(C3C=CC=CC=3)C3C=CC=CC=3)[CH:12]=2)=[CH:6][N:5]=[C:4]([NH2:32])[CH:3]=1.[N:33]([O-])=O.[Na+].O.O.[Sn](Cl)Cl.[OH-].[Na+]. Product: [CH3:1][C:2]1[C:7]([C:8]2[CH:9]=[N:10][NH:11][CH:12]=2)=[CH:6][N:5]=[C:4]([NH:32][NH2:33])[CH:3]=1. The catalyst class is: 33. (6) Reactant: [CH2:1]([C:3]1[O:7][C:6]([C:8]2[CH:9]=[C:10]([N+:24]([O-:26])=[O:25])[C:11]([N:14]3[CH2:19][CH2:18][CH:17]([C:20]([O:22]C)=[O:21])[CH2:16][CH2:15]3)=[N:12][CH:13]=2)=[N:5][CH:4]=1)[CH3:2].[OH-].[Na+].CO. Product: [CH2:1]([C:3]1[O:7][C:6]([C:8]2[CH:9]=[C:10]([N+:24]([O-:26])=[O:25])[C:11]([N:14]3[CH2:19][CH2:18][CH:17]([C:20]([OH:22])=[O:21])[CH2:16][CH2:15]3)=[N:12][CH:13]=2)=[N:5][CH:4]=1)[CH3:2]. The catalyst class is: 1. (7) Reactant: [Cl:1][C:2]1[CH:7]=[CH:6][C:5]([CH2:8][C:9](Cl)=[O:10])=[CH:4][CH:3]=1.[C:12]([C:15]1[CH:16]=[C:17]([CH:22]=[CH:23][CH:24]=1)[C:18]([NH2:21])([CH3:20])[CH3:19])(=[O:14])[CH3:13].C(N(CC)CC)C. Product: [C:12]([C:15]1[CH:16]=[C:17]([C:18]([NH:21][C:9](=[O:10])[CH2:8][C:5]2[CH:6]=[CH:7][C:2]([Cl:1])=[CH:3][CH:4]=2)([CH3:20])[CH3:19])[CH:22]=[CH:23][CH:24]=1)(=[O:14])[CH3:13]. The catalyst class is: 4. (8) Reactant: [C:1]([O:4][CH2:5][C@H:6]([N:8]1[CH:17]=[CH:16][C:15]2[C:10](=[CH:11][CH:12]=[C:13]([CH:21]3[CH2:23][CH2:22]3)[C:14]=2[N+:18]([O-])=O)[C:9]1=[O:24])[CH3:7])(=[O:3])[CH3:2].C(O)C. Product: [C:1]([O:4][CH2:5][C@H:6]([N:8]1[CH:17]=[CH:16][C:15]2[C:10](=[CH:11][CH:12]=[C:13]([CH:21]3[CH2:22][CH2:23]3)[C:14]=2[NH2:18])[C:9]1=[O:24])[CH3:7])(=[O:3])[CH3:2]. The catalyst class is: 45.